This data is from Forward reaction prediction with 1.9M reactions from USPTO patents (1976-2016). The task is: Predict the product of the given reaction. (1) Given the reactants [Br:1][C:2]1[C:3]([C:8]([NH:10][OH:11])=[NH:9])=[N:4][CH:5]=[CH:6][CH:7]=1.[CH3:12][O:13][C:14]1[CH:15]=[C:16]([OH:23])[C:17](=[CH:21][CH:22]=1)[C:18](O)=O, predict the reaction product. The product is: [Br:1][C:2]1[C:3]([C:8]2[N:9]=[C:18]([C:17]3[CH:21]=[CH:22][C:14]([O:13][CH3:12])=[CH:15][C:16]=3[OH:23])[O:11][N:10]=2)=[N:4][CH:5]=[CH:6][CH:7]=1. (2) Given the reactants Br[C:2]1[CH:7]=[CH:6][C:5]([C@@H:8]2[C@@H:10]([C:11]3[CH:16]=[CH:15][CH:14]=[CH:13][CH:12]=3)[C@H:9]2[C:17](OC)=[O:18])=[CH:4][CH:3]=1.C([O-])([O-])=O.[K+].[K+].C(CC(=O)C)(=O)C.[NH:34]1[CH:38]=[CH:37][N:36]=[CH:35]1.NO.[OH-].[K+].Cl.Cl.NO.F[P-](F)(F)(F)(F)F.[N:54]1([O:63][P+](N(C)C)(N(C)C)N(C)C)C2C=CC=CC=2N=N1.C(N(CC)CC)C, predict the reaction product. The product is: [N:34]1([C:2]2[CH:7]=[CH:6][C:5]([C@@H:8]3[C@@H:10]([C:11]4[CH:16]=[CH:15][CH:14]=[CH:13][CH:12]=4)[C@H:9]3[C:17]([NH:54][OH:63])=[O:18])=[CH:4][CH:3]=2)[CH:38]=[CH:37][N:36]=[CH:35]1. (3) The product is: [F:14][C:15]1[CH:16]=[C:17]([S:21][CH2:25][CH2:26][CH2:27][CH2:28][CH2:29][C:30]([OH:32])=[O:31])[CH:18]=[CH:19][CH:20]=1. Given the reactants ClC1C=CC(Cl)=CC=1SCC(O)=O.[F:14][C:15]1[CH:16]=[C:17]([SH:21])[CH:18]=[CH:19][CH:20]=1.[OH-].[K+].Br[CH2:25][CH2:26][CH2:27][CH2:28][CH2:29][C:30]([O:32]CC)=[O:31], predict the reaction product.